Dataset: NCI-60 drug combinations with 297,098 pairs across 59 cell lines. Task: Regression. Given two drug SMILES strings and cell line genomic features, predict the synergy score measuring deviation from expected non-interaction effect. (1) Drug 1: C1CCC(C1)C(CC#N)N2C=C(C=N2)C3=C4C=CNC4=NC=N3. Drug 2: COC1=NC(=NC2=C1N=CN2C3C(C(C(O3)CO)O)O)N. Cell line: OVCAR-5. Synergy scores: CSS=3.62, Synergy_ZIP=1.94, Synergy_Bliss=6.44, Synergy_Loewe=2.38, Synergy_HSA=2.36. (2) Drug 2: C1CN(P(=O)(OC1)NCCCl)CCCl. Synergy scores: CSS=30.7, Synergy_ZIP=1.04, Synergy_Bliss=1.50, Synergy_Loewe=-34.1, Synergy_HSA=0.204. Cell line: HOP-92. Drug 1: CC1OCC2C(O1)C(C(C(O2)OC3C4COC(=O)C4C(C5=CC6=C(C=C35)OCO6)C7=CC(=C(C(=C7)OC)O)OC)O)O. (3) Drug 1: CC1CCC2CC(C(=CC=CC=CC(CC(C(=O)C(C(C(=CC(C(=O)CC(OC(=O)C3CCCCN3C(=O)C(=O)C1(O2)O)C(C)CC4CCC(C(C4)OC)O)C)C)O)OC)C)C)C)OC. Drug 2: CN(CCCl)CCCl.Cl. Cell line: SK-OV-3. Synergy scores: CSS=22.1, Synergy_ZIP=-7.23, Synergy_Bliss=-2.07, Synergy_Loewe=-6.36, Synergy_HSA=0.927. (4) Drug 1: CCCCCOC(=O)NC1=NC(=O)N(C=C1F)C2C(C(C(O2)C)O)O. Drug 2: CC1C(C(CC(O1)OC2CC(CC3=C2C(=C4C(=C3O)C(=O)C5=C(C4=O)C(=CC=C5)OC)O)(C(=O)CO)O)N)O.Cl. Cell line: ACHN. Synergy scores: CSS=22.6, Synergy_ZIP=-4.31, Synergy_Bliss=-4.40, Synergy_Loewe=-39.1, Synergy_HSA=-6.89.